From a dataset of Forward reaction prediction with 1.9M reactions from USPTO patents (1976-2016). Predict the product of the given reaction. (1) Given the reactants [O:1]1[CH2:3][CH:2]1[CH2:4][O:5][C:6]1[C:14]2[NH:13][C:12](=[O:15])[NH:11][C:10]=2[CH:9]=[CH:8][CH:7]=1.[CH2:16]([NH:23][CH:24]1[CH2:30][CH2:29][CH2:28][C:27]2[CH:31]=[C:32]([OH:35])[CH:33]=[CH:34][C:26]=2[CH2:25]1)[C:17]1[CH:22]=[CH:21][CH:20]=[CH:19][CH:18]=1, predict the reaction product. The product is: [CH2:16]([N:23]([CH2:3][CH:2]([OH:1])[CH2:4][O:5][C:6]1[C:14]2[NH:13][C:12](=[O:15])[NH:11][C:10]=2[CH:9]=[CH:8][CH:7]=1)[CH:24]1[CH2:30][CH2:29][CH2:28][C:27]2[CH:31]=[C:32]([OH:35])[CH:33]=[CH:34][C:26]=2[CH2:25]1)[C:17]1[CH:18]=[CH:19][CH:20]=[CH:21][CH:22]=1. (2) Given the reactants Cl.[NH2:2][CH2:3][CH2:4][N:5]1[CH2:11][CH2:10][C:9]2[CH:12]=[CH:13][C:14]([C:16]3[N:20]=[C:19]([C:21]4[CH:22]=[CH:23][C:24]([O:29][CH:30]([CH3:32])[CH3:31])=[C:25]([CH:28]=4)[C:26]#[N:27])[O:18][N:17]=3)=[CH:15][C:8]=2[CH2:7][CH2:6]1.[C:33](Cl)(=[O:35])[CH3:34], predict the reaction product. The product is: [C:26]([C:25]1[CH:28]=[C:21]([C:19]2[O:18][N:17]=[C:16]([C:14]3[CH:13]=[CH:12][C:9]4[CH2:10][CH2:11][N:5]([CH2:4][CH2:3][NH:2][C:33](=[O:35])[CH3:34])[CH2:6][CH2:7][C:8]=4[CH:15]=3)[N:20]=2)[CH:22]=[CH:23][C:24]=1[O:29][CH:30]([CH3:32])[CH3:31])#[N:27]. (3) Given the reactants CC(C)([O-])C.[K+].[F:7][C:8]1[CH:9]=[C:10]([NH:15][C:16]2[C:21]([NH2:22])=[CH:20][CH:19]=[CH:18][N:17]=2)[CH:11]=[CH:12][C:13]=1[CH3:14].[CH:23]1([NH:26][C:27](=[O:33])[C:28](OCC)=[O:29])[CH2:25][CH2:24]1.O1CCCC1, predict the reaction product. The product is: [CH:23]1([NH:26][C:27](=[O:33])[C:28]([NH:22][C:21]2[C:16]([NH:15][C:10]3[CH:11]=[CH:12][C:13]([CH3:14])=[C:8]([F:7])[CH:9]=3)=[N:17][CH:18]=[CH:19][CH:20]=2)=[O:29])[CH2:25][CH2:24]1. (4) Given the reactants [OH:1][C:2]1[CH:7]=[CH:6][C:5](B(O)O)=[CH:4][CH:3]=1.Br[C:12]1[CH:17]=[CH:16][CH:15]=[CH:14][N:13]=1.C([O-])([O-])=O.[K+].[K+], predict the reaction product. The product is: [N:13]1[CH:14]=[CH:15][CH:16]=[CH:17][C:12]=1[C:5]1[CH:6]=[CH:7][C:2]([OH:1])=[CH:3][CH:4]=1. (5) Given the reactants [O:1]=[C:2]1[C:11]2[CH:10]=[CH:9][CH:8]=[C:7]3[NH:12][CH:13]([C:21]4[CH:28]=[CH:27][C:24]([CH:25]=O)=[CH:23][CH:22]=4)[CH:14]([C:15]4[CH:20]=[CH:19][CH:18]=[CH:17][CH:16]=4)[C:5]([C:6]=23)=[N:4][NH:3]1.[C:29](O)(=O)[CH3:30].[NH:33]1C[CH2:35][CH2:34]1.C(O[BH-](OC(=O)C)OC(=O)C)(=O)C.[Na+], predict the reaction product. The product is: [C:15]1([CH:14]2[C:5]3=[N:4][NH:3][C:2](=[O:1])[C:11]4[CH:10]=[CH:9][CH:8]=[C:7]([C:6]=43)[NH:12][CH:13]2[C:21]2[CH:28]=[CH:27][C:24]([CH2:25][N:33]3[CH2:30][CH2:29][CH2:35][CH2:34]3)=[CH:23][CH:22]=2)[CH:16]=[CH:17][CH:18]=[CH:19][CH:20]=1.